Dataset: Forward reaction prediction with 1.9M reactions from USPTO patents (1976-2016). Task: Predict the product of the given reaction. (1) Given the reactants C(O)(C(F)(F)F)=O.[CH2:8]([O:49][CH:50]1[C@H:54]2[C@H:55](OC3CCCCO3)[N:56](C(OC(C)(C)C)=O)[C:57]3[CH:64]=[CH:63][C:62]([O:65][CH3:66])=[CH:61][C:58]=3[C:59](=[O:60])[N:53]2[CH2:52][C:51]1=[CH2:81])[CH2:9][CH2:10][CH2:11][CH2:12][CH2:13][CH2:14][CH2:15][O:16][CH:17]1[C@H:21]2[C@H:22](OC3CCCCO3)[N:23](C(OC(C)(C)C)=O)[C:24]3[CH:31]=[CH:30][C:29]([O:32][CH3:33])=[CH:28][C:25]=3[C:26](=[O:27])[N:20]2[CH2:19][C:18]1=[CH2:48].C([O-])(O)=O.[Na+], predict the reaction product. The product is: [CH2:15]([O:16][CH:17]1[C@@H:21]2[CH:22]=[N:23][C:24]3[CH:31]=[CH:30][C:29]([O:32][CH3:33])=[CH:28][C:25]=3[C:26](=[O:27])[N:20]2[CH2:19][C:18]1=[CH2:48])[CH2:14][CH2:13][CH2:12][CH2:11][CH2:10][CH2:9][CH2:8][O:49][CH:50]1[C@@H:54]2[CH:55]=[N:56][C:57]3[CH:64]=[CH:63][C:62]([O:65][CH3:66])=[CH:61][C:58]=3[C:59](=[O:60])[N:53]2[CH2:52][C:51]1=[CH2:81]. (2) Given the reactants [F:1][C:2]1[CH:3]=[CH:4][CH:5]=[C:6]2[C:11]=1[NH:10][C:9](=[O:12])[C:8]([CH:13]=O)=[CH:7]2.C(O[BH-](OC(=O)C)OC(=O)C)(=O)C.[Na+].[CH:29]([NH2:32])([CH3:31])[CH3:30], predict the reaction product. The product is: [F:1][C:2]1[CH:3]=[CH:4][CH:5]=[C:6]2[C:11]=1[NH:10][C:9](=[O:12])[C:8]([CH2:13][NH:32][CH:29]([CH3:31])[CH3:30])=[CH:7]2. (3) Given the reactants [F:1][C:2]1[CH:27]=[CH:26][CH:25]=[CH:24][C:3]=1[CH2:4][N:5]1[C:9]([C:10]2[S:11][CH:12]=[CH:13][N:14]=2)=[N:8][C:7]([C:15]2[N:20]=[C:19]([NH2:21])[C:18]([NH2:22])=[C:17]([NH2:23])[N:16]=2)=[N:6]1.Cl[C:29]([O:31][CH3:32])=[O:30].O, predict the reaction product. The product is: [NH2:23][C:17]1[C:18]([NH:22][C:29](=[O:30])[O:31][CH3:32])=[C:19]([NH2:21])[N:20]=[C:15]([C:7]2[N:8]=[C:9]([C:10]3[S:11][CH:12]=[CH:13][N:14]=3)[N:5]([CH2:4][C:3]3[CH:24]=[CH:25][CH:26]=[CH:27][C:2]=3[F:1])[N:6]=2)[N:16]=1. (4) Given the reactants [H-].[Al+3].[Li+].[H-].[H-].[H-].[C:7](/[CH:9]=[CH:10]/[C:11]1[CH:12]=[N:13][N:14]([CH2:17][CH2:18][O:19][C:20]([C:33]2[CH:38]=[CH:37][CH:36]=[CH:35][CH:34]=2)([C:27]2[CH:32]=[CH:31][CH:30]=[CH:29][CH:28]=2)[C:21]2[CH:26]=[CH:25][CH:24]=[CH:23][CH:22]=2)[C:15]=1[NH2:16])#[N:8].[F-].[Na+].O, predict the reaction product. The product is: [NH2:8][CH2:7][CH2:9][CH2:10][C:11]1[CH:12]=[N:13][N:14]([CH2:17][CH2:18][O:19][C:20]([C:33]2[CH:34]=[CH:35][CH:36]=[CH:37][CH:38]=2)([C:27]2[CH:28]=[CH:29][CH:30]=[CH:31][CH:32]=2)[C:21]2[CH:26]=[CH:25][CH:24]=[CH:23][CH:22]=2)[C:15]=1[NH2:16]. (5) Given the reactants [CH:1]1[C:13]2[CH:12]([CH2:14][O:15][C:16]([NH:18][C@H:19]([C:34]([N:36]3[C@H:40]([C:41](=[O:53])[NH:42][C@H:43]4[C:52]5[C:47](=[CH:48][CH:49]=[CH:50][CH:51]=5)[CH2:46][CH2:45][CH2:44]4)[CH2:39][Si:38]([CH3:55])([CH3:54])[CH2:37]3)=[O:35])[CH2:20][C:21]3[CH:33]=[CH:32][C:24]([C:25]([O:27]C(C)(C)C)=[O:26])=[CH:23][CH:22]=3)=[O:17])[C:11]3[C:6](=[CH:7][CH:8]=[CH:9][CH:10]=3)[C:5]=2[CH:4]=[CH:3][CH:2]=1.C(O)(C(F)(F)F)=O, predict the reaction product. The product is: [CH:10]1[C:11]2[CH:12]([CH2:14][O:15][C:16]([NH:18][C@H:19]([C:34]([N:36]3[C@H:40]([C:41](=[O:53])[NH:42][C@H:43]4[C:52]5[C:47](=[CH:48][CH:49]=[CH:50][CH:51]=5)[CH2:46][CH2:45][CH2:44]4)[CH2:39][Si:38]([CH3:54])([CH3:55])[CH2:37]3)=[O:35])[CH2:20][C:21]3[CH:33]=[CH:32][C:24]([C:25]([OH:27])=[O:26])=[CH:23][CH:22]=3)=[O:17])[C:13]3[C:5](=[CH:4][CH:3]=[CH:2][CH:1]=3)[C:6]=2[CH:7]=[CH:8][CH:9]=1. (6) Given the reactants [C:1]([C:4]1[CH:9]=[CH:8][C:7]([S:10](Cl)(=[O:12])=[O:11])=[CH:6][CH:5]=1)(=[O:3])[CH3:2].[NH3:14], predict the reaction product. The product is: [C:1]([C:4]1[CH:9]=[CH:8][C:7]([S:10]([NH2:14])(=[O:12])=[O:11])=[CH:6][CH:5]=1)(=[O:3])[CH3:2].